From a dataset of Peptide-MHC class I binding affinity with 185,985 pairs from IEDB/IMGT. Regression. Given a peptide amino acid sequence and an MHC pseudo amino acid sequence, predict their binding affinity value. This is MHC class I binding data. (1) The peptide sequence is RVRQLDESI. The MHC is HLA-B07:02 with pseudo-sequence HLA-B07:02. The binding affinity (normalized) is 0.547. (2) The peptide sequence is LYKTIVNIW. The MHC is HLA-A02:01 with pseudo-sequence HLA-A02:01. The binding affinity (normalized) is 0.637. (3) The peptide sequence is ATKDSFQSF. The MHC is HLA-A03:01 with pseudo-sequence HLA-A03:01. The binding affinity (normalized) is 0.0847.